Dataset: CYP1A2 inhibition data for predicting drug metabolism from PubChem BioAssay. Task: Regression/Classification. Given a drug SMILES string, predict its absorption, distribution, metabolism, or excretion properties. Task type varies by dataset: regression for continuous measurements (e.g., permeability, clearance, half-life) or binary classification for categorical outcomes (e.g., BBB penetration, CYP inhibition). Dataset: cyp1a2_veith. (1) The compound is CN1CCN(c2ncc3ncc(=O)n(-c4ccccc4)c3n2)CC1. The result is 1 (inhibitor). (2) The compound is [N-]=[N+]=CC(=O)COC(=O)c1ccccc1. The result is 1 (inhibitor). (3) The drug is COc1cccc(-c2ccc3ncnc(NCc4cccs4)c3c2)c1. The result is 1 (inhibitor). (4) The molecule is O=c1cc(CSc2nnc(-c3cccnc3)n2-c2ccccc2F)nc2sccn12. The result is 0 (non-inhibitor). (5) The molecule is CCN(CC)c1ccc(/C=C2/C(=O)NC(=O)N(CC3CCCO3)C2=O)cc1. The result is 1 (inhibitor). (6) The drug is COc1ccc(NC(=O)N2CC3(CCN(C(=O)c4ccc(OC)cc4)CC3)C2)cc1. The result is 0 (non-inhibitor). (7) The drug is CCOC(=O)c1c(C)nc2sc3c(=O)n(-c4ccc(C)cc4)cnc3c2c1-c1ccc(OC)cc1. The result is 0 (non-inhibitor).